Dataset: NCI-60 drug combinations with 297,098 pairs across 59 cell lines. Task: Regression. Given two drug SMILES strings and cell line genomic features, predict the synergy score measuring deviation from expected non-interaction effect. (1) Drug 1: CC1=C(C=C(C=C1)NC2=NC=CC(=N2)N(C)C3=CC4=NN(C(=C4C=C3)C)C)S(=O)(=O)N.Cl. Drug 2: CN(CC1=CN=C2C(=N1)C(=NC(=N2)N)N)C3=CC=C(C=C3)C(=O)NC(CCC(=O)O)C(=O)O. Cell line: A549. Synergy scores: CSS=41.4, Synergy_ZIP=8.84, Synergy_Bliss=5.09, Synergy_Loewe=-14.4, Synergy_HSA=4.28. (2) Drug 1: C1=C(C(=O)NC(=O)N1)N(CCCl)CCCl. Drug 2: C1=CC(=CC=C1CC(C(=O)O)N)N(CCCl)CCCl.Cl. Cell line: CAKI-1. Synergy scores: CSS=68.7, Synergy_ZIP=3.14, Synergy_Bliss=3.20, Synergy_Loewe=3.39, Synergy_HSA=7.92. (3) Drug 1: CC1=C(C(=CC=C1)Cl)NC(=O)C2=CN=C(S2)NC3=CC(=NC(=N3)C)N4CCN(CC4)CCO. Drug 2: CNC(=O)C1=NC=CC(=C1)OC2=CC=C(C=C2)NC(=O)NC3=CC(=C(C=C3)Cl)C(F)(F)F. Cell line: U251. Synergy scores: CSS=0.158, Synergy_ZIP=1.96, Synergy_Bliss=-6.26, Synergy_Loewe=-14.4, Synergy_HSA=-8.64. (4) Drug 1: CCC(=C(C1=CC=CC=C1)C2=CC=C(C=C2)OCCN(C)C)C3=CC=CC=C3.C(C(=O)O)C(CC(=O)O)(C(=O)O)O. Drug 2: B(C(CC(C)C)NC(=O)C(CC1=CC=CC=C1)NC(=O)C2=NC=CN=C2)(O)O. Cell line: EKVX. Synergy scores: CSS=43.9, Synergy_ZIP=3.34, Synergy_Bliss=6.75, Synergy_Loewe=-10.3, Synergy_HSA=5.93.